Dataset: Full USPTO retrosynthesis dataset with 1.9M reactions from patents (1976-2016). Task: Predict the reactants needed to synthesize the given product. (1) Given the product [Br:5][C:6]1[CH:11]=[CH:10][C:9]([C:12]2[O:16][N:15]=[C:14]([CH3:17])[C:13]=2[C@H:18]([OH:29])[CH2:19][O:20][C@@H:21]([C:23]2[CH:28]=[CH:27][CH:26]=[CH:25][CH:24]=2)[CH3:22])=[CH:8][CH:7]=1, predict the reactants needed to synthesize it. The reactants are: CSC.B.[Br:5][C:6]1[CH:11]=[CH:10][C:9]([C:12]2[O:16][N:15]=[C:14]([CH3:17])[C:13]=2[C:18](=[O:29])[CH2:19][O:20][C@@H:21]([C:23]2[CH:28]=[CH:27][CH:26]=[CH:25][CH:24]=2)[CH3:22])=[CH:8][CH:7]=1. (2) The reactants are: [OH:1][CH2:2][C:3]([C:5]1[CH:10]=[CH:9][CH:8]=[CH:7][CH:6]=1)=[O:4].C(N(CC)CC)C.[Si:18](Cl)([C:21]([CH3:24])([CH3:23])[CH3:22])([CH3:20])[CH3:19]. Given the product [C:21]([Si:18]([CH3:20])([CH3:19])[O:1][CH2:2][C:3]([C:5]1[CH:10]=[CH:9][CH:8]=[CH:7][CH:6]=1)=[O:4])([CH3:24])([CH3:23])[CH3:22], predict the reactants needed to synthesize it.